This data is from Forward reaction prediction with 1.9M reactions from USPTO patents (1976-2016). The task is: Predict the product of the given reaction. (1) The product is: [Cl:27][CH2:28][CH2:29][O:1][C:2]1[C:7]([CH3:8])=[CH:6][C:5]([C:9]2[O:10][C:11](=[O:23])[C:12]3[C:17]([CH:18]=2)=[CH:16][C:15]([O:19][CH3:20])=[CH:14][C:13]=3[O:21][CH3:22])=[CH:4][C:3]=1[CH3:24]. Given the reactants [OH:1][C:2]1[C:7]([CH3:8])=[CH:6][C:5]([C:9]2[O:10][C:11](=[O:23])[C:12]3[C:17]([CH:18]=2)=[CH:16][C:15]([O:19][CH3:20])=[CH:14][C:13]=3[O:21][CH3:22])=[CH:4][C:3]=1[CH3:24].[H-].[Na+].[Cl:27][CH2:28][CH2:29]I, predict the reaction product. (2) Given the reactants C([NH:5][S:6]([C:9]1[S:10][C:11]([C:14]2[CH:19]=[CH:18][CH:17]=[C:16]([C:20]3[N:25]=[C:24]([CH:26]([F:28])[F:27])[CH:23]=[C:22]([C:29]4[CH:34]=[CH:33][C:32]([C:35]([F:38])([F:37])[F:36])=[CH:31][CH:30]=4)[N:21]=3)[CH:15]=2)=[CH:12][CH:13]=1)(=[O:8])=[O:7])(C)(C)C.C(O)(C(F)(F)F)=O, predict the reaction product. The product is: [F:28][CH:26]([F:27])[C:24]1[CH:23]=[C:22]([C:29]2[CH:34]=[CH:33][C:32]([C:35]([F:37])([F:36])[F:38])=[CH:31][CH:30]=2)[N:21]=[C:20]([C:16]2[CH:15]=[C:14]([C:11]3[S:10][C:9]([S:6]([NH2:5])(=[O:8])=[O:7])=[CH:13][CH:12]=3)[CH:19]=[CH:18][CH:17]=2)[N:25]=1.